Dataset: NCI-60 drug combinations with 297,098 pairs across 59 cell lines. Task: Regression. Given two drug SMILES strings and cell line genomic features, predict the synergy score measuring deviation from expected non-interaction effect. (1) Drug 1: C1CCN(CC1)CCOC2=CC=C(C=C2)C(=O)C3=C(SC4=C3C=CC(=C4)O)C5=CC=C(C=C5)O. Drug 2: CC1CCC2CC(C(=CC=CC=CC(CC(C(=O)C(C(C(=CC(C(=O)CC(OC(=O)C3CCCCN3C(=O)C(=O)C1(O2)O)C(C)CC4CCC(C(C4)OC)OCCO)C)C)O)OC)C)C)C)OC. Cell line: T-47D. Synergy scores: CSS=18.0, Synergy_ZIP=-0.217, Synergy_Bliss=2.92, Synergy_Loewe=3.58, Synergy_HSA=8.78. (2) Drug 1: CCCCC(=O)OCC(=O)C1(CC(C2=C(C1)C(=C3C(=C2O)C(=O)C4=C(C3=O)C=CC=C4OC)O)OC5CC(C(C(O5)C)O)NC(=O)C(F)(F)F)O. Drug 2: CS(=O)(=O)OCCCCOS(=O)(=O)C. Cell line: KM12. Synergy scores: CSS=47.7, Synergy_ZIP=1.56, Synergy_Bliss=1.61, Synergy_Loewe=-32.7, Synergy_HSA=-0.395. (3) Drug 1: CN1CCC(CC1)COC2=C(C=C3C(=C2)N=CN=C3NC4=C(C=C(C=C4)Br)F)OC. Drug 2: CC1=C(C(=O)C2=C(C1=O)N3CC4C(C3(C2COC(=O)N)OC)N4)N. Cell line: 786-0. Synergy scores: CSS=41.8, Synergy_ZIP=14.9, Synergy_Bliss=15.8, Synergy_Loewe=8.50, Synergy_HSA=16.2. (4) Drug 1: CS(=O)(=O)C1=CC(=C(C=C1)C(=O)NC2=CC(=C(C=C2)Cl)C3=CC=CC=N3)Cl. Drug 2: CN(C)N=NC1=C(NC=N1)C(=O)N. Cell line: UACC62. Synergy scores: CSS=3.97, Synergy_ZIP=-0.737, Synergy_Bliss=-0.993, Synergy_Loewe=-1.87, Synergy_HSA=-1.86. (5) Drug 1: CNC(=O)C1=NC=CC(=C1)OC2=CC=C(C=C2)NC(=O)NC3=CC(=C(C=C3)Cl)C(F)(F)F. Drug 2: COC1=C2C(=CC3=C1OC=C3)C=CC(=O)O2. Cell line: HCT-15. Synergy scores: CSS=0.607, Synergy_ZIP=11.3, Synergy_Bliss=12.2, Synergy_Loewe=-0.758, Synergy_HSA=-0.0319.